Dataset: NCI-60 drug combinations with 297,098 pairs across 59 cell lines. Task: Regression. Given two drug SMILES strings and cell line genomic features, predict the synergy score measuring deviation from expected non-interaction effect. (1) Drug 1: CC1C(C(=O)NC(C(=O)N2CCCC2C(=O)N(CC(=O)N(C(C(=O)O1)C(C)C)C)C)C(C)C)NC(=O)C3=C4C(=C(C=C3)C)OC5=C(C(=O)C(=C(C5=N4)C(=O)NC6C(OC(=O)C(N(C(=O)CN(C(=O)C7CCCN7C(=O)C(NC6=O)C(C)C)C)C)C(C)C)C)N)C. Drug 2: CC1=CC=C(C=C1)C2=CC(=NN2C3=CC=C(C=C3)S(=O)(=O)N)C(F)(F)F. Cell line: HS 578T. Synergy scores: CSS=10.7, Synergy_ZIP=10.5, Synergy_Bliss=15.4, Synergy_Loewe=-2.69, Synergy_HSA=7.15. (2) Drug 1: C1=CC(=C2C(=C1NCCNCCO)C(=O)C3=C(C=CC(=C3C2=O)O)O)NCCNCCO. Drug 2: CC1=C(N=C(N=C1N)C(CC(=O)N)NCC(C(=O)N)N)C(=O)NC(C(C2=CN=CN2)OC3C(C(C(C(O3)CO)O)O)OC4C(C(C(C(O4)CO)O)OC(=O)N)O)C(=O)NC(C)C(C(C)C(=O)NC(C(C)O)C(=O)NCCC5=NC(=CS5)C6=NC(=CS6)C(=O)NCCC[S+](C)C)O. Cell line: RPMI-8226. Synergy scores: CSS=46.8, Synergy_ZIP=4.48, Synergy_Bliss=4.68, Synergy_Loewe=-10.7, Synergy_HSA=2.33. (3) Drug 1: CC1=C(C=C(C=C1)NC2=NC=CC(=N2)N(C)C3=CC4=NN(C(=C4C=C3)C)C)S(=O)(=O)N.Cl. Drug 2: C#CCC(CC1=CN=C2C(=N1)C(=NC(=N2)N)N)C3=CC=C(C=C3)C(=O)NC(CCC(=O)O)C(=O)O. Cell line: NCI-H322M. Synergy scores: CSS=-4.12, Synergy_ZIP=1.07, Synergy_Bliss=-0.139, Synergy_Loewe=-1.90, Synergy_HSA=-1.90. (4) Drug 1: COC1=CC(=CC(=C1O)OC)C2C3C(COC3=O)C(C4=CC5=C(C=C24)OCO5)OC6C(C(C7C(O6)COC(O7)C8=CC=CS8)O)O. Drug 2: C1C(C(OC1N2C=NC3=C(N=C(N=C32)Cl)N)CO)O. Cell line: OVCAR-8. Synergy scores: CSS=40.3, Synergy_ZIP=-1.75, Synergy_Bliss=-1.42, Synergy_Loewe=1.60, Synergy_HSA=4.43. (5) Drug 1: COC1=CC(=CC(=C1O)OC)C2C3C(COC3=O)C(C4=CC5=C(C=C24)OCO5)OC6C(C(C7C(O6)COC(O7)C8=CC=CS8)O)O. Drug 2: C1=CN(C(=O)N=C1N)C2C(C(C(O2)CO)O)O.Cl. Cell line: HS 578T. Synergy scores: CSS=39.8, Synergy_ZIP=3.53, Synergy_Bliss=5.74, Synergy_Loewe=7.87, Synergy_HSA=11.0. (6) Drug 1: C1CC(CCC1OC2=C(C(=CC=C2)Cl)F)(CC3=NC(=CC=C3)NC4=NC=CS4)C(=O)O. Drug 2: CCC1=C2CN3C(=CC4=C(C3=O)COC(=O)C4(CC)O)C2=NC5=C1C=C(C=C5)O. Cell line: NCI-H460. Synergy scores: CSS=30.6, Synergy_ZIP=-6.33, Synergy_Bliss=-8.53, Synergy_Loewe=-6.33, Synergy_HSA=-4.00. (7) Drug 1: C1=CC(=C2C(=C1NCCNCCO)C(=O)C3=C(C=CC(=C3C2=O)O)O)NCCNCCO. Drug 2: COCCOC1=C(C=C2C(=C1)C(=NC=N2)NC3=CC=CC(=C3)C#C)OCCOC.Cl. Cell line: UACC-257. Synergy scores: CSS=5.42, Synergy_ZIP=0.353, Synergy_Bliss=1.49, Synergy_Loewe=-2.70, Synergy_HSA=0.576. (8) Drug 1: CC1CCC2CC(C(=CC=CC=CC(CC(C(=O)C(C(C(=CC(C(=O)CC(OC(=O)C3CCCCN3C(=O)C(=O)C1(O2)O)C(C)CC4CCC(C(C4)OC)O)C)C)O)OC)C)C)C)OC. Drug 2: C1CC(=O)NC(=O)C1N2C(=O)C3=CC=CC=C3C2=O. Cell line: HS 578T. Synergy scores: CSS=20.3, Synergy_ZIP=-4.81, Synergy_Bliss=-0.283, Synergy_Loewe=-78.8, Synergy_HSA=-1.92.